This data is from Full USPTO retrosynthesis dataset with 1.9M reactions from patents (1976-2016). The task is: Predict the reactants needed to synthesize the given product. (1) Given the product [Br:1][C:2]1[CH:18]=[C:17]([CH:19]2[C:28]3[C:27](=[O:29])[CH2:26][CH:25]([C:30]4[CH:35]=[CH:34][CH:33]=[CH:32][CH:31]=4)[CH2:24][C:23]=3[NH:22][C:21]([CH3:36])=[C:20]2[C:37]#[N:38])[CH:16]=[C:15]([O:39][CH3:40])[C:3]=1[O:4][CH2:5][C:6]1[CH:7]=[C:8]([CH:12]=[CH:13][CH:14]=1)[C:9]([NH:67][CH2:66][C:62]1[S:61][CH:65]=[CH:64][CH:63]=1)=[O:10], predict the reactants needed to synthesize it. The reactants are: [Br:1][C:2]1[CH:18]=[C:17]([CH:19]2[C:28]3[C:27](=[O:29])[CH2:26][CH:25]([C:30]4[CH:35]=[CH:34][CH:33]=[CH:32][CH:31]=4)[CH2:24][C:23]=3[NH:22][C:21]([CH3:36])=[C:20]2[C:37]#[N:38])[CH:16]=[C:15]([O:39][CH3:40])[C:3]=1[O:4][CH2:5][C:6]1[CH:7]=[C:8]([CH:12]=[CH:13][CH:14]=1)[C:9](O)=[O:10].CCN=C=NCCCN(C)C.CCN(C(C)C)C(C)C.[S:61]1[CH:65]=[CH:64][CH:63]=[C:62]1[CH2:66][NH2:67]. (2) Given the product [C:8]([C:4]1[S:3][C:2]([NH:1][C:16]([NH2:13])=[O:17])=[N:6][C:5]=1[CH3:7])(=[O:10])[CH3:9], predict the reactants needed to synthesize it. The reactants are: [NH2:1][C:2]1[S:3][C:4]([C:8](=[O:10])[CH3:9])=[C:5]([CH3:7])[N:6]=1.C1N=C[N:13]([C:16](N2C=NC=C2)=[O:17])C=1.N.